Dataset: Catalyst prediction with 721,799 reactions and 888 catalyst types from USPTO. Task: Predict which catalyst facilitates the given reaction. The catalyst class is: 2. Product: [NH2:32][CH2:31][CH2:30][CH2:29][N:26]1[C:18]2[N:19]=[C:20]([NH:23][CH2:24][CH3:25])[N:21]=[CH:22][C:17]=2[CH:16]=[C:15]([C:3]2[CH:4]=[CH:5][C:6]([C:8]3[CH:13]=[N:12][CH:11]=[C:10]([CH3:14])[N:9]=3)=[CH:7][C:2]=2[Cl:1])[C:27]1=[O:28]. Reactant: [Cl:1][C:2]1[CH:7]=[C:6]([C:8]2[CH:13]=[N:12][CH:11]=[C:10]([CH3:14])[N:9]=2)[CH:5]=[CH:4][C:3]=1[C:15]1[C:27](=[O:28])[N:26]([CH2:29][CH2:30][CH2:31][NH:32]C(=O)OC(C)(C)C)[C:18]2[N:19]=[C:20]([NH:23][CH2:24][CH3:25])[N:21]=[CH:22][C:17]=2[CH:16]=1.CO.Cl.